From a dataset of Catalyst prediction with 721,799 reactions and 888 catalyst types from USPTO. Predict which catalyst facilitates the given reaction. Reactant: C(OC([N:8]1[CH2:13][CH2:12][CH:11]([C:14]([NH:16][C:17]2[S:18][C:19]([C:27]3[CH:32]=[CH:31][N:30]=[CH:29][CH:28]=3)=[C:20]([C:22]3[O:23][CH:24]=[CH:25][CH:26]=3)[N:21]=2)=[O:15])[CH2:10][CH2:9]1)=O)(C)(C)C.FC(F)(F)C(O)=O. Product: [O:23]1[CH:24]=[CH:25][CH:26]=[C:22]1[C:20]1[N:21]=[C:17]([NH:16][C:14]([CH:11]2[CH2:12][CH2:13][NH:8][CH2:9][CH2:10]2)=[O:15])[S:18][C:19]=1[C:27]1[CH:28]=[CH:29][N:30]=[CH:31][CH:32]=1. The catalyst class is: 4.